Dataset: Experimentally validated miRNA-target interactions with 360,000+ pairs, plus equal number of negative samples. Task: Binary Classification. Given a miRNA mature sequence and a target amino acid sequence, predict their likelihood of interaction. (1) The protein sequence of the target gene is MLLNGDCPESLKKEAAAAEPPRENGLDEAGPGDETTGQEVIVIQDTGFSVKILAPGIEPFSLQVSPQEMVQEIHQVLMDREDTCHRTCFSLHLDGNVLDHFSELRSVEGLQEGSVLRVVEEPYTVREARIHVRHVRDLLKSLDPSDAFNGVDCNSLSFLSVFTDGDLGDSGKRKKGLEMDPIDCTPPEYILPGSRERPLCPLQPQNRDWKPLQCLKVLTMSGWNPPPGNRKMHGDLMYLFVITAEDRQVSITASTRGFYLNQSTAYHFNPKPASPRFLSHSLVELLNQISPTFKKNFAVL.... Result: 0 (no interaction). The miRNA is hsa-miR-224-5p with sequence UCAAGUCACUAGUGGUUCCGUUUAG. (2) The miRNA is hsa-miR-4675 with sequence GGGGCUGUGAUUGACCAGCAGG. The protein sequence of the target gene is MKLSTSGLGQQGHEGEKCLNSELWHACAGPLVSLPSSGSRVVYFPQGHSEQVAATTNKEVDGHIPNYPSLPPQLICQLHNVTMHADVETDEVYAQMTLQPLTPEEQKETFVPIELGIPSKQPSNYFCKTLTASDTSTHGGFSVPRRAAEKVFPPLDYTLQPPAQELIARDLHDVEWKFRHIFRGQPKRHLLTTGWSVFVSAKRLVAGDSVIFIRNEKNQLFLGIRHATRPQTIVPSSVLSSDSMHIGLLAAAAHASATNSCFTVFFHPRASQSEFVIQLSKYIKAVFHTRISVGMRFRML.... Result: 0 (no interaction). (3) The miRNA is mmu-miR-7b-5p with sequence UGGAAGACUUGUGAUUUUGUUGUU. The protein sequence of the target gene is MDVKERKPYRSLTRRRDAERRYTSSSADSEEGKGPQKSYSSSETLKAYDQDARLAYGSRVKDMVPQEAEEFCRTGTNFTLRELGLGEMTPPHGTLYRTDIGLPHCGYSMGASSDADLEADTVLSPEHPVRLWGRSTRSGRSSCLSSRANSNLTLTDTEHENTETDHPSSLQNHPRLRTPPPPLPHAHTPNQHHAASINSLNRGNFTPRSNPSPAPTDHSLSGEPPAGSAQEPTHAQDNWLLNSNIPLETRNLGKQPFLGTLQDNLIEMDILSASRHDGAYSDGHFLFKPGGTSPLFCTTS.... Result: 1 (interaction). (4) Result: 0 (no interaction). The miRNA is hsa-miR-1248 with sequence ACCUUCUUGUAUAAGCACUGUGCUAAA. The protein sequence of the target gene is MVNENTRMYVPEENHQGSNYGSPRPAHANMNANAAAGLAPEHIPTPGAALSWQAAIDAARQAKLMGSAGNATISTVSSTQRKRQQYGKPKKQGGTTATRPPRALLCLTLKNPIRRACISIVEWKPFEIIILLTIFANCVALAIYIPFPEDDSNATNSNLERVEYLFLIIFTVEAFLKVIAYGLLFHPNAYLRNGWNLLDFIIVVVGLFSAILEQATKADGANALGGKGAGFDVKALRAFRVLRPLRLVSGVPSLQVVLNSIIKAMVPLLHIALLVLFVIIIYAIIGLELFMGKMHKTCYN....